Dataset: Forward reaction prediction with 1.9M reactions from USPTO patents (1976-2016). Task: Predict the product of the given reaction. The product is: [Cl:1][C:2]1[CH:3]=[CH:4][C:5]([C:8]2[C:12]3[CH:13]=[CH:14][C:15]([O:17][S:20]([C:19]([F:32])([F:31])[F:18])(=[O:22])=[O:21])=[CH:16][C:11]=3[S:10][N:9]=2)=[CH:6][CH:7]=1. Given the reactants [Cl:1][C:2]1[CH:7]=[CH:6][C:5]([C:8]2[C:12]3[CH:13]=[CH:14][C:15]([OH:17])=[CH:16][C:11]=3[S:10][N:9]=2)=[CH:4][CH:3]=1.[F:18][C:19]([F:32])([F:31])[S:20](O[S:20]([C:19]([F:32])([F:31])[F:18])(=[O:22])=[O:21])(=[O:22])=[O:21], predict the reaction product.